Regression. Given two drug SMILES strings and cell line genomic features, predict the synergy score measuring deviation from expected non-interaction effect. From a dataset of NCI-60 drug combinations with 297,098 pairs across 59 cell lines. Drug 1: C1CN1P(=S)(N2CC2)N3CC3. Drug 2: C1=NC2=C(N1)C(=S)N=CN2. Cell line: A549. Synergy scores: CSS=32.7, Synergy_ZIP=-6.72, Synergy_Bliss=1.28, Synergy_Loewe=-6.50, Synergy_HSA=3.62.